This data is from Forward reaction prediction with 1.9M reactions from USPTO patents (1976-2016). The task is: Predict the product of the given reaction. (1) The product is: [F:2][C:3]1[C:4]([CH2:12][OH:13])=[C:5]([CH2:6][OH:7])[CH:9]=[CH:10][CH:11]=1. Given the reactants B.[F:2][C:3]1[CH:11]=[CH:10][CH:9]=[C:5]([C:6](O)=[O:7])[C:4]=1[C:12](O)=[O:13], predict the reaction product. (2) Given the reactants C(OC([N:8]1[CH2:36][CH2:35][C:11]2([C:16](=[O:17])[N:15]([C:18]3[CH:23]=[CH:22][C:21]([CH:24]4[CH2:28][CH2:27][CH:26]([N:29]5[CH2:33][CH2:32][CH2:31][CH:30]5[CH3:34])[CH2:25]4)=[CH:20][CH:19]=3)[CH2:14][CH2:13][CH2:12]2)[CH2:10][CH2:9]1)=O)(C)(C)C.[ClH:37], predict the reaction product. The product is: [ClH:37].[CH3:34][CH:30]1[CH2:31][CH2:32][CH2:33][N:29]1[CH:26]1[CH2:27][CH2:28][CH:24]([C:21]2[CH:22]=[CH:23][C:18]([N:15]3[CH2:14][CH2:13][CH2:12][C:11]4([CH2:35][CH2:36][NH:8][CH2:9][CH2:10]4)[C:16]3=[O:17])=[CH:19][CH:20]=2)[CH2:25]1. (3) Given the reactants [CH2:1]([C:8]1[CH:14]=[CH:13][C:11]([NH2:12])=[CH:10][CH:9]=1)[C:2]1[CH:7]=[CH:6][CH:5]=[CH:4][CH:3]=1.C(=O)(O)[O-].[Na+].Br[C:21]([CH3:26])([CH3:25])[C:22]([OH:24])=[O:23].Cl, predict the reaction product. The product is: [CH3:25][C:21]([C:22]([OH:24])=[O:23])([CH3:26])[NH:12][C:11]1[CH:10]=[CH:9][C:8]([CH2:1][C:2]2[CH:3]=[CH:4][CH:5]=[CH:6][CH:7]=2)=[CH:14][CH:13]=1. (4) Given the reactants O[C:2]1[CH:13]=[CH:12][C:5]2OC(C)C(=O)N[C:4]=2[CH:3]=1.[CH3:14][CH:15]1[O:20][C:19]2[CH:21]=[CH:22][C:23]([O:25][CH:26]3[CH2:31][CH2:30][NH:29][CH2:28][CH2:27]3)=[CH:24][C:18]=2[NH:17][C:16]1=[O:32].C1C=CC(P(C2C=CC=CC=2)C2C=CC=CC=2)=CC=1.[CH3:52][CH2:53][O:54][C:55](/N=N/[C:55]([O:54][CH2:53][CH3:52])=[O:56])=[O:56], predict the reaction product. The product is: [CH3:14][CH:15]1[O:20][C:19]2[CH:21]=[CH:22][C:23]([O:25][CH:26]3[CH2:31][CH2:30][N:29]([C:2]4[CH:3]=[CH:4][C:5]([C:55]([O:54][CH2:53][CH3:52])=[O:56])=[CH:12][CH:13]=4)[CH2:28][CH2:27]3)=[CH:24][C:18]=2[NH:17][C:16]1=[O:32]. (5) Given the reactants FC(F)(F)C(O)=O.C(O[C:13]([N:15]1[CH2:20][CH2:19][CH:18]([C:21]([NH2:23])=[S:22])[CH2:17][CH2:16]1)=O)(C)(C)C.ClC1[N:30]=[C:29]([C:31]2[CH:40]=[CH:39][C:38]3[C:33](=[CH:34][CH:35]=[CH:36][CH:37]=3)[CH:32]=2)[CH:28]=[CH:27][N:26]=1.C(N(C(C)C)CC)(C)C, predict the reaction product. The product is: [CH:32]1[C:33]2[C:38](=[CH:37][CH:36]=[CH:35][CH:34]=2)[CH:39]=[CH:40][C:31]=1[C:29]1[CH:28]=[CH:27][N:26]=[C:13]([N:15]2[CH2:16][CH2:17][CH:18]([C:21](=[S:22])[NH2:23])[CH2:19][CH2:20]2)[N:30]=1. (6) Given the reactants [F:1][C:2]1([F:11])[CH2:5][CH:4]([C:6]([CH3:10])([CH3:9])[C:7]#N)[CH2:3]1.[OH-:12].[Na+].C([OH:16])C, predict the reaction product. The product is: [F:1][C:2]1([F:11])[CH2:5][CH:4]([C:6]([CH3:10])([CH3:9])[C:7]([OH:16])=[O:12])[CH2:3]1. (7) Given the reactants [NH2:1][C:2]1[CH:10]=[C:9]([O:11]C)[CH:8]=[CH:7][C:3]=1[C:4]([NH2:6])=[O:5].B(Br)(Br)Br, predict the reaction product. The product is: [NH2:1][C:2]1[CH:10]=[C:9]([OH:11])[CH:8]=[CH:7][C:3]=1[C:4]([NH2:6])=[O:5]. (8) Given the reactants [C:1]1([C:7]2[C:11]([C:12]([F:15])([F:14])[F:13])=[C:10]([C:16](F)=[O:17])[O:9][N:8]=2)[CH:6]=[CH:5][CH:4]=[CH:3][CH:2]=1.O/[N:20]=[C:21](/[C:23]1[CH:40]=[CH:39][C:26]([CH2:27][N:28]2[CH2:31][CH:30]([C:32]([O:34][C:35]([CH3:38])([CH3:37])[CH3:36])=[O:33])[CH2:29]2)=[CH:25][CH:24]=1)\[NH2:22].CCN(C(C)C)C(C)C, predict the reaction product. The product is: [C:1]1([C:7]2[C:11]([C:12]([F:15])([F:14])[F:13])=[C:10]([C:16]3[O:17][N:22]=[C:21]([C:23]4[CH:24]=[CH:25][C:26]([CH2:27][N:28]5[CH2:29][CH:30]([C:32]([O:34][C:35]([CH3:36])([CH3:38])[CH3:37])=[O:33])[CH2:31]5)=[CH:39][CH:40]=4)[N:20]=3)[O:9][N:8]=2)[CH:6]=[CH:5][CH:4]=[CH:3][CH:2]=1. (9) Given the reactants [CH3:1][N:2]1[C:6]2[CH:7]=[CH:8][C:9]([N:11]3[CH:16]=[C:15]([C:17]([O:19]C)=[O:18])[C:14](=[O:21])[N:13]([CH:22]4[C:31]5[C:26](=[C:27]([C:32]([F:35])([F:34])[F:33])[CH:28]=[CH:29][CH:30]=5)[CH2:25][CH2:24][CH2:23]4)[C:12]3=[O:36])=[CH:10][C:5]=2[O:4][C:3]1=[O:37].Cl, predict the reaction product. The product is: [CH3:1][N:2]1[C:6]2[CH:7]=[CH:8][C:9]([N:11]3[CH:16]=[C:15]([C:17]([OH:19])=[O:18])[C:14](=[O:21])[N:13]([CH:22]4[C:31]5[C:26](=[C:27]([C:32]([F:35])([F:34])[F:33])[CH:28]=[CH:29][CH:30]=5)[CH2:25][CH2:24][CH2:23]4)[C:12]3=[O:36])=[CH:10][C:5]=2[O:4][C:3]1=[O:37]. (10) Given the reactants [Cl:1][C:2]1[C:11]2[C:6](=[CH:7][CH:8]=[C:9]([C:12]#[C:13][C:14]3([OH:20])[CH2:19][CH2:18][O:17][CH2:16][CH2:15]3)[CH:10]=2)[N:5]=[CH:4][N:3]=1.[O:21]([C:28]1[CH:34]=[CH:33][C:31]([NH2:32])=[CH:30][CH:29]=1)[C:22]1[CH:27]=[CH:26][CH:25]=[CH:24][CH:23]=1, predict the reaction product. The product is: [ClH:1].[O:21]([C:28]1[CH:29]=[CH:30][C:31]([NH:32][C:2]2[C:11]3[C:6](=[CH:7][CH:8]=[C:9]([C:12]#[C:13][C:14]4([OH:20])[CH2:19][CH2:18][O:17][CH2:16][CH2:15]4)[CH:10]=3)[N:5]=[CH:4][N:3]=2)=[CH:33][CH:34]=1)[C:22]1[CH:27]=[CH:26][CH:25]=[CH:24][CH:23]=1.